Dataset: Human liver microsome stability data. Task: Regression/Classification. Given a drug SMILES string, predict its absorption, distribution, metabolism, or excretion properties. Task type varies by dataset: regression for continuous measurements (e.g., permeability, clearance, half-life) or binary classification for categorical outcomes (e.g., BBB penetration, CYP inhibition). Dataset: hlm. The compound is O=C1COc2ccc(NC(=O)C3CCN(c4cccc(Cl)c4)CC3)cc2N1. The result is 1 (stable in human liver microsomes).